This data is from Catalyst prediction with 721,799 reactions and 888 catalyst types from USPTO. The task is: Predict which catalyst facilitates the given reaction. Product: [Cl:22][C:23]1[N:24]=[CH:25][C:26]([CH2:29][N:8]2[C:9]([CH3:13])=[CH:10][C:11](=[O:12])[N:6]3[N:5]=[C:4]([O:3][CH:2]([F:1])[F:15])[CH:14]=[C:7]23)=[CH:27][CH:28]=1. Reactant: [F:1][CH:2]([F:15])[O:3][C:4]1[CH:14]=[C:7]2[N:8]=[C:9]([CH3:13])[CH:10]=[C:11]([OH:12])[N:6]2[N:5]=1.C(=O)([O-])[O-].[K+].[K+].[Cl:22][C:23]1[CH:28]=[CH:27][C:26]([CH2:29]Cl)=[CH:25][N:24]=1.O. The catalyst class is: 9.